This data is from Experimentally validated miRNA-target interactions with 360,000+ pairs, plus equal number of negative samples. The task is: Binary Classification. Given a miRNA mature sequence and a target amino acid sequence, predict their likelihood of interaction. (1) The protein sequence of the target gene is MVQRWLLLSCCGALLSAGLANTSYTSPGLQRLKDSPQTAPDKGQCSTWGAGHFSTFDHHVYDFSGTCNYIFAATCKDAFPTFSVQLRRGPDGSISRIIVELGASVVTVSEAIISVKDIGVISLPYTSNGLQITPFGQSVRLVAKQLELELEVVWGPDSHLMVLVERKYMGQMCGLCGNFDGKVTNEFVSEEGKFLEPHKFAALQKLDDPGEICTFQDIPSTHVRQAQHARICTQLLTLVAPECSVSKEPFVLSCQADVAAAPQPGPQNSSCATLSEYSRQCSMVGQPVRRWRSPGLCSVG.... Result: 0 (no interaction). The miRNA is dme-miR-2a-3p with sequence UAUCACAGCCAGCUUUGAUGAGC. (2) The miRNA is mmu-miR-3968 with sequence CGAAUCCCACUCCAGACACCA. The protein sequence of the target gene is MDPGDPAGDPAAGERHRMGRDPLLLLQALQTLWSTRERKQLREEAWRGFAALDDPLAGLLDMLESCRGQRGEGPSLAAWISHQLQCWLQAQPCPSLAQHSLRLKQLQARAVKVLTESPPSLAAPLASIFQLQDADRSCLLAHVHRLHHEGRFREAATLGATLKLQSELGVEKMSIPLLLQDKVALVERYVAGFPDLQRRLLVLMDSWCQPGFDIKDVARRYPEVTSLSLEKLSPKALSRQVLRLQERYGVAPALCPNAAIQQRLAALRHLCHKRFVEKSLSQENWTDHVQGLVGQSPWLQ.... Result: 0 (no interaction). (3) The miRNA is hsa-miR-585-5p with sequence CUAGCACACAGAUACGCCCAGA. The protein sequence of the target gene is MSGNGNAAATAEENSPKMRVIRVGTRKSQLARIQTDSVVATLKASYPGLQFEIIAMSTTGDKILDTALSKIGEKSLFTKELEHALEKNEVDLVVHSLKDLPTVLPPGFTIGAICKRENPHDAVVFHPKFVGKTLETLPEKSVVGTSSLRRAAQLQRKFPHLEFRSIRGNLNTRLRKLDEQQEFSAIILATAGLQRMGWHNRVGQILHPEECMYAVGQGALGVEVRAKDQDILDLVGVLHDPETLLRCIAERAFLRHLEGGCSVPVAVHTAMKDGQLYLTGGVWSLDGSDSIQETMQATIH.... Result: 0 (no interaction). (4) The miRNA is hsa-miR-15b-3p with sequence CGAAUCAUUAUUUGCUGCUCUA. The protein sequence of the target gene is MDGVVTDLITVGLKRGSDELLSSGIINGPFTMNSSTPSTANGNDSKKFKRDRPPCSPSRVLHLRKIPCDVTEAEIISLGLPFGKVTNLLMLKGKSQAFLEMASEEAAVTMVNYYTPITPHLRSQPVYIQYSNHRELKTDNLPNQARAQAALQAVSAVQSGSLALSGGPSNEGTVLPGQSPVLRIIIENLFYPVTLEVLHQIFSKFGTVLKIITFTKNNQFQALLQYADPVNAHYAKMALDGQNIYNACCTLRIDFSKLTSLNVKYNNDKSRDFTRLDLPTGDGQPSLEPPMAAAFGAPGI.... Result: 1 (interaction). (5) The miRNA is hsa-miR-1273h-5p with sequence CUGGGAGGUCAAGGCUGCAGU. The protein sequence of the target gene is MAPTGLLVAGASFLAFRGLHWGLRRLPTPESAARDRWQWWNLCVSLAHSLLSGTGALLGLSLYPQMAADPIHGHPRWALVLVAVSVGYFLADGADLLWNQTLGKTWDLLCHHLVVVSCLSTAVLSGHYVGFSMVSLLLELNSACLHLRKLLLLSRQAPSLAFSVTSWASLATLALFRLVPLGWMSLWLFRQHHQVPLALVTLGGIGLVTVGIMSIILGIRILVNDVLQSRPHPPSPGHEKTRGTRTRRDNGPVTSNSSTLSLKD. Result: 1 (interaction). (6) The miRNA is hsa-miR-4484 with sequence AAAAGGCGGGAGAAGCCCCA. The protein sequence of the target gene is MALSFSLLMAVLVLSYKSICSLGCDLPQTHSLGNRRALILLAQMGRISPFSCLKDRHDFGFPQEEFDGNQFQKAQAISVLHEMIQQTFNLFSTKDSSATWEQSLLEKFSTELNQQLNDLEACVIQEVGVEETPLMNVDSILAVKKYFQRITLYLTEKKYSPCAWEVVRAEIMRSFSLSKIFQERLRRKE. Result: 0 (no interaction). (7) The miRNA is hsa-miR-655-3p with sequence AUAAUACAUGGUUAACCUCUUU. The protein sequence of the target gene is MPFAEDKTYKYICRNFSNFCNVDVVEILPYLPCLTARDQDRLRATCTLSGNRDTLWHLFNTLQRRPGWVEYFIAALRGCELVDLADEVASVYQSYQPRTSDRPPDPLEPPSLPAERPGPPTPAAAHSIPYNSCREKEPSYPMPVQETQAPESPGENSEQALQTLSPRAIPRNPDGGPLESSSDLAALSPLTSSGHQEQDTELGSTHTAGATSSLTPSRGPVSPSVSFQPLARSTPRASRLPGPTGSVVSTGTSFSSSSPGLASAGAAEGKQGAESDQAEPIICSSGAEAPANSLPSKVPT.... Result: 1 (interaction).